Dataset: Reaction yield outcomes from USPTO patents with 853,638 reactions. Task: Predict the reaction yield, written as a fraction of the theoretical maximum amount of product (1.0 means a 100% yield; for example, 0.34 means a 34% yield). (1) The yield is 0.450. The product is [CH3:11][C:1]1[CH:6]=[CH:5][C:4]([S:7]([O:39][CH:38]([C:40]#[N:41])[CH2:37][C:36]2[C:14]3[C:15](=[N:16][C:17]([N:19]([C:27]([O:29][C:30]([CH3:33])([CH3:32])[CH3:31])=[O:28])[C:20]([O:22][C:23]([CH3:24])([CH3:25])[CH3:26])=[O:21])=[N:18][C:13]=3[Cl:12])[N:34]([CH2:42][C:43]3[C:48]([CH3:49])=[C:47]([O:50][CH3:51])[C:46]([CH3:52])=[CH:45][N:44]=3)[N:35]=2)(=[O:9])=[O:8])=[CH:3][CH:2]=1. The reactants are [C:1]1([CH3:11])[CH:6]=[CH:5][C:4]([S:7](Cl)(=[O:9])=[O:8])=[CH:3][CH:2]=1.[Cl:12][C:13]1[N:18]=[C:17]([N:19]([C:27]([O:29][C:30]([CH3:33])([CH3:32])[CH3:31])=[O:28])[C:20]([O:22][C:23]([CH3:26])([CH3:25])[CH3:24])=[O:21])[N:16]=[C:15]2[N:34]([CH2:42][C:43]3[C:48]([CH3:49])=[C:47]([O:50][CH3:51])[C:46]([CH3:52])=[CH:45][N:44]=3)[N:35]=[C:36]([CH2:37][CH:38]([C:40]#[N:41])[OH:39])[C:14]=12.ClCCl.C(N(CC)CC)C. The catalyst is CN(C)C1C=CN=CC=1.C(Cl)(Cl)Cl. (2) The reactants are C[N:2](C)[CH:3]=[CH:4][C:5]([C:7]1[C:12](=[O:13])[CH:11]=[CH:10][N:9]([C:14]2[CH:19]=[CH:18][C:17]([S:20]([CH3:23])(=[O:22])=[O:21])=[CH:16][CH:15]=2)[N:8]=1)=O.[C:25]1([NH:31]N)[CH:30]=[CH:29][CH:28]=[CH:27][CH:26]=1. The catalyst is CO. The product is [CH3:23][S:20]([C:17]1[CH:18]=[CH:19][C:14]([N:9]2[CH:10]=[CH:11][C:12](=[O:13])[C:7]([C:5]3[N:31]([C:25]4[CH:30]=[CH:29][CH:28]=[CH:27][CH:26]=4)[N:2]=[CH:3][CH:4]=3)=[N:8]2)=[CH:15][CH:16]=1)(=[O:22])=[O:21]. The yield is 0.0600. (3) The reactants are [N+:1]([C:4]1[CH:9]=[CH:8][C:7]([F:10])=[CH:6][C:5]=1[OH:11])([O-:3])=[O:2].Br[C:13]([F:20])([F:19])[C:14]([N:16]([CH3:18])[CH3:17])=[O:15].C([O-])([O-])=O.[Na+].[Na+].O. The catalyst is CC(N(C)C)=O. The product is [F:19][C:13]([F:20])([O:11][C:5]1[CH:6]=[C:7]([F:10])[CH:8]=[CH:9][C:4]=1[N+:1]([O-:3])=[O:2])[C:14]([N:16]([CH3:18])[CH3:17])=[O:15]. The yield is 0.380. (4) The reactants are [C:1]([O:5][C:6]([N:8]1[CH2:13][CH2:12][N:11]([C:14]2[CH:22]=[CH:21][CH:20]=[C:19]3[C:15]=2[CH:16]=[CH:17][NH:18]3)[CH2:10][CH2:9]1)=[O:7])([CH3:4])([CH3:3])[CH3:2].[Cl:23]N1C(=O)CCC1=O.O.C(O)C. The catalyst is O1CCOCC1. The product is [C:1]([O:5][C:6]([N:8]1[CH2:13][CH2:12][N:11]([C:14]2[C:22]([Cl:23])=[CH:21][CH:20]=[C:19]3[C:15]=2[CH:16]=[CH:17][NH:18]3)[CH2:10][CH2:9]1)=[O:7])([CH3:4])([CH3:2])[CH3:3]. The yield is 0.560. (5) The reactants are [N:1]1([CH2:6][CH2:7][N:8]2[C:16]3[C:11](=[CH:12][CH:13]=[CH:14][C:15]=3[CH3:17])[C:10]([C:18]([OH:20])=O)=[CH:9]2)[CH:5]=[CH:4][N:3]=[CH:2]1.CCN(C(C)C)C(C)C.Cl.[F:31][C:32]([F:51])([F:50])[C:33]([NH:35][CH2:36][C:37]1[CH:42]=[CH:41][C:40]([F:43])=[C:39]([CH:44]2[CH2:49][CH2:48][NH:47][CH2:46][CH2:45]2)[CH:38]=1)=[O:34].CCN=C=NCCCN(C)C. The catalyst is C(Cl)Cl. The product is [F:50][C:32]([F:31])([F:51])[C:33]([NH:35][CH2:36][C:37]1[CH:42]=[CH:41][C:40]([F:43])=[C:39]([CH:44]2[CH2:49][CH2:48][N:47]([C:18]([C:10]3[C:11]4[C:16](=[C:15]([CH3:17])[CH:14]=[CH:13][CH:12]=4)[N:8]([CH2:7][CH2:6][N:1]4[CH:5]=[CH:4][N:3]=[CH:2]4)[CH:9]=3)=[O:20])[CH2:46][CH2:45]2)[CH:38]=1)=[O:34]. The yield is 0.510.